Dataset: Peptide-MHC class II binding affinity with 134,281 pairs from IEDB. Task: Regression. Given a peptide amino acid sequence and an MHC pseudo amino acid sequence, predict their binding affinity value. This is MHC class II binding data. The peptide sequence is FEIKCTKPEACSGEPVVVHI. The MHC is DRB1_1201 with pseudo-sequence DRB1_1201. The binding affinity (normalized) is 0.194.